Task: Regression/Classification. Given a drug SMILES string, predict its absorption, distribution, metabolism, or excretion properties. Task type varies by dataset: regression for continuous measurements (e.g., permeability, clearance, half-life) or binary classification for categorical outcomes (e.g., BBB penetration, CYP inhibition). Dataset: cyp2d6_substrate_carbonmangels.. Dataset: CYP2D6 substrate classification data from Carbon-Mangels et al. (1) The compound is CO[C@@H]1[C@@H](O[C@@H]2O[C@H](C)[C@@H](O[C@H]3C[C@@](C)(O)[C@@H](OC(=O)CC(C)C)[C@H](C)O3)[C@H](N(C)C)[C@H]2O)[C@@H](CC=O)C[C@@H](C)[C@@H](O)C=CC=CC[C@@H](C)OC(=O)C[C@H]1OC(C)=O. The result is 0 (non-substrate). (2) The drug is CN1CCN2c3ccccc3Cc3ccccc3[C@@H]2C1. The result is 1 (substrate). (3) The compound is C[C@H](N)C(=O)c1ccccc1. The result is 0 (non-substrate).